From a dataset of Retrosynthesis with 50K atom-mapped reactions and 10 reaction types from USPTO. Predict the reactants needed to synthesize the given product. Given the product COc1cc2nccc(Oc3ccc(C(=O)c4ccc(Cl)c(Cl)c4)cc3)c2cc1OC, predict the reactants needed to synthesize it. The reactants are: COc1cc2nccc(Cl)c2cc1OC.O=C(c1ccc(O)cc1)c1ccc(Cl)c(Cl)c1.